Dataset: Catalyst prediction with 721,799 reactions and 888 catalyst types from USPTO. Task: Predict which catalyst facilitates the given reaction. (1) Reactant: C(C(CCCC)C([O-])=O)C.[Na+:11].[Cl:12][C:13]1[CH:14]=[CH:15][C:16]([O:44][CH3:45])=[C:17]([CH:43]=1)[CH2:18][C@H:19]1[C:25](=[O:26])[N:24]([C:27]([NH:29][C@@H:30]([C:33]2[CH:34]=[C:35]([CH:39]=[CH:40][CH:41]=2)[C:36]([OH:38])=[O:37])[CH2:31][CH3:32])=[O:28])[CH2:23][C:22](=[O:42])[NH:21][CH2:20]1. Product: [Cl:12][C:13]1[CH:14]=[CH:15][C:16]([O:44][CH3:45])=[C:17]([CH:43]=1)[CH2:18][C@H:19]1[C:25](=[O:26])[N:24]([C:27]([NH:29][C@@H:30]([C:33]2[CH:34]=[C:35]([CH:39]=[CH:40][CH:41]=2)[C:36]([O-:38])=[O:37])[CH2:31][CH3:32])=[O:28])[CH2:23][C:22](=[O:42])[NH:21][CH2:20]1.[Na+:11]. The catalyst class is: 21. (2) Reactant: [C:1]([O-])([O-])=O.[Cs+].[Cs+].IC.[Br:9][C:10]1[CH:22]=[C:21]2[C:13]([C:14]3[CH2:15][CH2:16][CH2:17][C:18](=[O:23])[C:19]=3[NH:20]2)=[CH:12][CH:11]=1. Product: [Br:9][C:10]1[CH:22]=[C:21]2[C:13]([C:14]3[CH2:15][CH2:16][CH2:17][C:18](=[O:23])[C:19]=3[N:20]2[CH3:1])=[CH:12][CH:11]=1. The catalyst class is: 18. (3) Reactant: Br[CH2:2][C:3]([O:5][C:6]([CH3:9])([CH3:8])[CH3:7])=[O:4].[OH:10][C:11]1[CH:12]=[C:13]([CH:18]=[CH:19][CH:20]=1)[C:14]([O:16][CH3:17])=[O:15].C(=O)([O-])[O-].[K+].[K+]. Product: [CH3:17][O:16][C:14]([C:13]1[CH:12]=[C:11]([CH:20]=[CH:19][CH:18]=1)[O:10][CH2:2][C:3]([O:5][C:6]([CH3:9])([CH3:8])[CH3:7])=[O:4])=[O:15]. The catalyst class is: 3. (4) Reactant: [CH2:1]([C:3]1[CH:4]=[C:5]([CH:8]=[C:9]([CH3:12])[C:10]=1[OH:11])[C:6]#[N:7])[CH3:2].[CH3:13][C:14]1([CH3:21])[O:18][C@H:17]([CH2:19]O)[CH2:16][O:15]1.C1(P(C2C=CC=CC=2)C2C=CC=CC=2)C=CC=CC=1.CCOC(/N=N/C(OCC)=O)=O. Product: [CH3:13][C:14]1([CH3:21])[O:18][C@H:17]([CH2:19][O:11][C:10]2[C:9]([CH3:12])=[CH:8][C:5]([C:6]#[N:7])=[CH:4][C:3]=2[CH2:1][CH3:2])[CH2:16][O:15]1. The catalyst class is: 1. (5) Reactant: CC1[O:11][C:10]2[C:9]3[CH:12]=[CH:13][CH:14]=[CH:15][C:8]=3NCCC=2N=1.S(Cl)(Cl)=O.C([N:22]([CH2:25][CH3:26])CC)C.[CH2:27]([N:34]1[C:43]2[C:42]3[CH:44]=[CH:45][CH:46]=[CH:47][C:41]=3[NH:40][CH2:39][CH2:38][C:37]=2[N:36]=[C:35]1[CH3:48])[C:28]1[CH:33]=[CH:32][CH:31]=[CH:30][CH:29]=1. Product: [CH2:27]([N:34]1[C:43]2[C:42]3[CH:44]=[CH:45][CH:46]=[CH:47][C:41]=3[N:40]([C:10]([C:9]3[CH:12]=[CH:13][C:26]([C:25]#[N:22])=[C:15]([CH3:14])[CH:8]=3)=[O:11])[CH2:39][CH2:38][C:37]=2[N:36]=[C:35]1[CH3:48])[C:28]1[CH:29]=[CH:30][CH:31]=[CH:32][CH:33]=1. The catalyst class is: 11.